This data is from Catalyst prediction with 721,799 reactions and 888 catalyst types from USPTO. The task is: Predict which catalyst facilitates the given reaction. (1) Reactant: [F:1][C:2]1[CH:7]=[C:6]([CH:8]([CH3:12])[C:9](O)=[O:10])[CH:5]=[CH:4][C:3]=1[C:13]1[CH:18]=[CH:17][CH:16]=[CH:15][CH:14]=1.ClC(OCC(C)C)=O.C(OCC)(=O)C. Product: [F:1][C:2]1[CH:7]=[C:6]([CH:8]([CH3:12])[CH2:9][OH:10])[CH:5]=[CH:4][C:3]=1[C:13]1[CH:14]=[CH:15][CH:16]=[CH:17][CH:18]=1. The catalyst class is: 1. (2) Reactant: [CH3:1][C:2]1[CH:11]=[CH:10][C:9]2[C:4](=[CH:5][CH:6]=[CH:7][C:8]=2[N:12]2[CH2:17][CH2:16][N:15](CCC3C=C(C=CC=3)N)[CH2:14][CH2:13]2)[N:3]=1.C(=O)([O-])[O-].[K+].[K+].Cl[CH2:34][C:35]([C:37]1[CH:38]=[C:39]([NH:43][C:44](=[O:46])[CH3:45])[CH:40]=[CH:41][CH:42]=1)=[O:36]. Product: [CH3:1][C:2]1[CH:11]=[CH:10][C:9]2[C:4](=[CH:5][CH:6]=[CH:7][C:8]=2[N:12]2[CH2:17][CH2:16][N:15]([CH2:34][C:35]([C:37]3[CH:38]=[C:39]([NH:43][C:44](=[O:46])[CH3:45])[CH:40]=[CH:41][CH:42]=3)=[O:36])[CH2:14][CH2:13]2)[N:3]=1. The catalyst class is: 18. (3) Reactant: [C:1]([O:5][C:6]([N:8]1[CH2:13][CH2:12][C:11]([OH:20])([C:14]2[CH:19]=[CH:18][CH:17]=[CH:16][CH:15]=2)[CH2:10][CH2:9]1)=[O:7])([CH3:4])([CH3:3])[CH3:2].[H-].[Na+].[CH3:23]I. Product: [C:1]([O:5][C:6]([N:8]1[CH2:9][CH2:10][C:11]([O:20][CH3:23])([C:14]2[CH:15]=[CH:16][CH:17]=[CH:18][CH:19]=2)[CH2:12][CH2:13]1)=[O:7])([CH3:4])([CH3:2])[CH3:3]. The catalyst class is: 220. (4) Reactant: [Cl:1][C:2]1[CH:21]=[CH:20][C:5]([O:6][C:7]2[CH:8]=[C:9]([S:13]([CH2:16][CH2:17][CH2:18][OH:19])(=[O:15])=[O:14])[CH:10]=[CH:11][CH:12]=2)=[CH:4][C:3]=1[C:22]1[C:31]([CH3:32])=[N:30][C:29]2[C:24](=[CH:25][CH:26]=[CH:27][C:28]=2[C:33]([F:36])([F:35])[F:34])[N:23]=1.[CH3:37][S:38](Cl)(=[O:40])=[O:39].C(N(CC)CC)C. Product: [CH3:37][S:38]([O:19][CH2:18][CH2:17][CH2:16][S:13]([C:9]1[CH:10]=[CH:11][CH:12]=[C:7]([O:6][C:5]2[CH:20]=[CH:21][C:2]([Cl:1])=[C:3]([C:22]3[C:31]([CH3:32])=[N:30][C:29]4[C:24](=[CH:25][CH:26]=[CH:27][C:28]=4[C:33]([F:35])([F:34])[F:36])[N:23]=3)[CH:4]=2)[CH:8]=1)(=[O:14])=[O:15])(=[O:40])=[O:39]. The catalyst class is: 2. (5) Reactant: [C:1]([C:3]1[C:4]([O:40][CH3:41])=[C:5]([CH2:13][N:14]([CH3:39])[C:15](=[O:38])[CH:16]([N:25]2[CH2:30][CH2:29][N:28](C(OC(C)(C)C)=O)[CH2:27][CH2:26]2)[C:17]2[CH:22]=[CH:21][CH:20]=[C:19]([O:23][CH3:24])[CH:18]=2)[C:6]2[C:11]([CH:12]=1)=[CH:10][CH:9]=[CH:8][CH:7]=2)#[N:2].C(O)(C(F)(F)F)=O. Product: [C:1]([C:3]1[C:4]([O:40][CH3:41])=[C:5]([CH2:13][N:14]([CH3:39])[C:15](=[O:38])[CH:16]([C:17]2[CH:22]=[CH:21][CH:20]=[C:19]([O:23][CH3:24])[CH:18]=2)[N:25]2[CH2:30][CH2:29][NH:28][CH2:27][CH2:26]2)[C:6]2[C:11]([CH:12]=1)=[CH:10][CH:9]=[CH:8][CH:7]=2)#[N:2]. The catalyst class is: 2. (6) Product: [CH3:1][O:2][C:3]1[CH:8]=[CH:7][CH:6]=[CH:5][C:4]=1[NH:9][CH2:16][CH:17]=[C:18]([CH3:19])[CH2:20][CH2:21][CH:22]=[C:23]([CH3:24])[CH2:25][CH2:26][CH:27]=[C:28]([CH3:30])[CH3:29]. Reactant: [CH3:1][O:2][C:3]1[CH:8]=[CH:7][CH:6]=[CH:5][C:4]=1[NH2:9].C(=O)([O-])[O-].[K+].[K+].[CH2:16](Br)[CH:17]=[C:18]([CH2:20][CH2:21][CH:22]=[C:23]([CH2:25][CH2:26][CH:27]=[C:28]([CH3:30])[CH3:29])[CH3:24])[CH3:19]. The catalyst class is: 1. (7) Reactant: [OH-].[Na+].[Cl:3][C:4]1[CH:5]=[C:6]([C:14]2[O:18][N:17]=[C:16]([C:19]3[C:20](C)=[C:21]([CH2:25][CH2:26][CH2:27][C:28]([O:30]CC)=[O:29])[CH:22]=[CH:23][CH:24]=3)[N:15]=2)[CH:7]=[CH:8][C:9]=1[O:10][CH:11]([CH3:13])[CH3:12].Cl.C[CH:36]([OH:38])C. Product: [Cl:3][C:4]1[CH:5]=[C:6]([C:14]2[O:18][N:17]=[C:16]([C:19]3[C:20]([O:38][CH3:36])=[C:21]([CH2:25][CH2:26][CH2:27][C:28]([OH:30])=[O:29])[CH:22]=[CH:23][CH:24]=3)[N:15]=2)[CH:7]=[CH:8][C:9]=1[O:10][CH:11]([CH3:13])[CH3:12]. The catalyst class is: 6.